From a dataset of Catalyst prediction with 721,799 reactions and 888 catalyst types from USPTO. Predict which catalyst facilitates the given reaction. (1) Reactant: [CH3:1][C:2]1[C:3]([CH:8]2[CH2:13][C:12](=O)[CH2:11][CH:10]([C:15]3[C:20]([CH3:21])=[CH:19][CH:18]=[CH:17][N:16]=3)[NH:9]2)=[N:4][CH:5]=[CH:6][CH:7]=1.O.NN.[OH-].[K+]. Product: [CH3:1][C:2]1[C:3]([CH:8]2[CH2:13][CH2:12][CH2:11][CH:10]([C:15]3[C:20]([CH3:21])=[CH:19][CH:18]=[CH:17][N:16]=3)[NH:9]2)=[N:4][CH:5]=[CH:6][CH:7]=1. The catalyst class is: 831. (2) Reactant: [CH2:1]([C:3]1[CH:4]=[C:5]([OH:9])[CH:6]=[CH:7][CH:8]=1)[CH3:2].Cl[CH:11](Cl)[O:12]C. Product: [CH2:1]([C:3]1[CH:4]=[C:5]([OH:9])[CH:6]=[CH:7][C:8]=1[CH:11]=[O:12])[CH3:2]. The catalyst class is: 388.